This data is from Catalyst prediction with 721,799 reactions and 888 catalyst types from USPTO. The task is: Predict which catalyst facilitates the given reaction. (1) Reactant: [F:1][C:2]1[C:7]([CH:8]=[O:9])=[CH:6][CH:5]=[CH:4][C:3]=1[C:10]1[CH:15]=[CH:14][C:13]([N:16]2[CH2:21][CH2:20][O:19][CH2:18][CH2:17]2)=[CH:12][CH:11]=1.C1COCC1.[BH4-].[Na+].Cl. Product: [F:1][C:2]1[C:7]([CH2:8][OH:9])=[CH:6][CH:5]=[CH:4][C:3]=1[C:10]1[CH:11]=[CH:12][C:13]([N:16]2[CH2:21][CH2:20][O:19][CH2:18][CH2:17]2)=[CH:14][CH:15]=1. The catalyst class is: 513. (2) Reactant: [F:1][C:2]1[CH:23]=[CH:22][C:5]([CH2:6][O:7][CH2:8][C:9]([NH:11][CH2:12][CH2:13][CH2:14][C:15]2[CH:20]=[CH:19][C:18]([OH:21])=[CH:17][CH:16]=2)=[O:10])=[CH:4][CH:3]=1.CCOC(/N=N/C(OCC)=O)=O.[C:36]([N:43]1[CH2:47][CH2:46][C@H:45](O)[CH2:44]1)([O:38][C:39]([CH3:42])([CH3:41])[CH3:40])=[O:37]. Product: [F:1][C:2]1[CH:23]=[CH:22][C:5]([CH2:6][O:7][CH2:8][C:9]([NH:11][CH2:12][CH2:13][CH2:14][C:15]2[CH:16]=[CH:17][C:18]([O:21][C@@H:46]3[CH2:45][CH2:44][N:43]([C:36]([O:38][C:39]([CH3:42])([CH3:41])[CH3:40])=[O:37])[CH2:47]3)=[CH:19][CH:20]=2)=[O:10])=[CH:4][CH:3]=1. The catalyst class is: 1. (3) Reactant: Br[C:2]1[C:11]2[C:6](=[CH:7][CH:8]=[CH:9][CH:10]=2)[N:5]=[C:4]([O:12][CH2:13][CH2:14][CH2:15][N:16]2[CH2:21][CH2:20][O:19][CH2:18][CH2:17]2)[CH:3]=1.[B:22]1([B:22]2[O:26][C:25]([CH3:28])([CH3:27])[C:24]([CH3:30])([CH3:29])[O:23]2)[O:26][C:25]([CH3:28])([CH3:27])[C:24]([CH3:30])([CH3:29])[O:23]1.C([O-])(=O)C.[K+]. Product: [CH3:29][C:24]1([CH3:30])[C:25]([CH3:28])([CH3:27])[O:26][B:22]([C:2]2[C:11]3[C:6](=[CH:7][CH:8]=[CH:9][CH:10]=3)[N:5]=[C:4]([O:12][CH2:13][CH2:14][CH2:15][N:16]3[CH2:21][CH2:20][O:19][CH2:18][CH2:17]3)[CH:3]=2)[O:23]1. The catalyst class is: 140. (4) Reactant: [CH3:1][O:2][C:3](=[O:34])[NH:4][CH:5]([C:9]([N:11]1[CH:17]([C:18]2[NH:19][C:20]([C:23]3[CH:32]=[CH:31][C:30]4[C:25](=[CH:26][CH:27]=[C:28](Br)[CH:29]=4)[CH:24]=3)=[CH:21][N:22]=2)[CH2:16][C:13]2([CH2:15][CH2:14]2)[CH2:12]1)=[O:10])[CH:6]([CH3:8])[CH3:7].[C:35]([O:39][C:40]([N:42]1[CH:47]([C:48]2[NH:49][C:50]([C:53]3[CH:58]=[CH:57][C:56](B4OC(C)(C)C(C)(C)O4)=[CH:55][CH:54]=3)=[CH:51][N:52]=2)[CH:46]2[CH2:68][CH:43]1[CH2:44][CH2:45]2)=[O:41])([CH3:38])([CH3:37])[CH3:36].C([O-])(O)=O.[Na+].N#N. Product: [C:35]([O:39][C:40]([N:42]1[CH:47]([C:48]2[NH:49][C:50]([C:53]3[CH:58]=[CH:57][C:56]([C:28]4[CH:27]=[CH:26][C:25]5[C:30](=[CH:31][CH:32]=[C:23]([C:20]6[NH:19][C:18]([CH:17]7[CH2:16][C:13]8([CH2:15][CH2:14]8)[CH2:12][N:11]7[C:9](=[O:10])[CH:5]([NH:4][C:3]([O:2][CH3:1])=[O:34])[CH:6]([CH3:8])[CH3:7])=[N:22][CH:21]=6)[CH:24]=5)[CH:29]=4)=[CH:55][CH:54]=3)=[CH:51][N:52]=2)[CH:46]2[CH2:68][CH:43]1[CH2:44][CH2:45]2)=[O:41])([CH3:38])([CH3:36])[CH3:37]. The catalyst class is: 104. (5) Reactant: [CH:1]1([C:6]([N:8]2[CH2:13][CH2:12][N:11]([CH:14]3[C:22]4[C:17](=[C:18]([N+:23]([O-])=O)[CH:19]=[CH:20][CH:21]=4)[CH2:16][CH2:15]3)[CH2:10][C@@H:9]2[CH3:26])=[O:7])[CH2:5][CH2:4][CH2:3][CH2:2]1. Product: [NH2:23][C:18]1[CH:19]=[CH:20][CH:21]=[C:22]2[C:17]=1[CH2:16][CH2:15][CH:14]2[N:11]1[CH2:12][CH2:13][N:8]([C:6]([CH:1]2[CH2:2][CH2:3][CH2:4][CH2:5]2)=[O:7])[C@@H:9]([CH3:26])[CH2:10]1. The catalyst class is: 171.